From a dataset of Forward reaction prediction with 1.9M reactions from USPTO patents (1976-2016). Predict the product of the given reaction. (1) Given the reactants [CH2:1]([C:8]1[CH:9]=[C:10]2[C:15](=[CH:16][C:17]=1[F:18])[N:14]=[C:13]([N:19]1[CH:23]=[C:22]([C:24]([O:26]CC)=[O:25])[CH:21]=[N:20]1)[NH:12][C:11]2=O)[C:2]1[CH:7]=[CH:6][CH:5]=[CH:4][CH:3]=1.[CH:30]1([NH2:33])[CH2:32][CH2:31]1, predict the reaction product. The product is: [CH2:1]([C:8]1[CH:9]=[C:10]2[C:15](=[CH:16][C:17]=1[F:18])[N:14]=[C:13]([N:19]1[CH:23]=[C:22]([C:24]([OH:26])=[O:25])[CH:21]=[N:20]1)[N:12]=[C:11]2[NH:33][CH:30]1[CH2:32][CH2:31]1)[C:2]1[CH:3]=[CH:4][CH:5]=[CH:6][CH:7]=1. (2) The product is: [CH:1]1([S:5][C:6]2[CH:15]=[CH:14][CH:13]=[CH:12][C:7]=2[C:8]([OH:10])=[O:9])[CH2:4][CH2:3][CH2:2]1. Given the reactants [CH:1]1([S:5][C:6]2[CH:15]=[CH:14][CH:13]=[CH:12][C:7]=2[C:8]([O:10]C)=[O:9])[CH2:4][CH2:3][CH2:2]1.[Li+].[OH-], predict the reaction product. (3) Given the reactants [NH2:1][C:2]1[CH:6]=[CH:5][S:4][C:3]=1[C:7]([O:9][CH3:10])=[O:8].N1C=CC=CC=1.[F:17][C:18]1[CH:23]=[CH:22][C:21]([S:24](Cl)(=[O:26])=[O:25])=[CH:20][CH:19]=1, predict the reaction product. The product is: [F:17][C:18]1[CH:23]=[CH:22][C:21]([S:24]([NH:1][C:2]2[CH:6]=[CH:5][S:4][C:3]=2[C:7]([O:9][CH3:10])=[O:8])(=[O:26])=[O:25])=[CH:20][CH:19]=1.